Binary Classification. Given a miRNA mature sequence and a target amino acid sequence, predict their likelihood of interaction. From a dataset of Experimentally validated miRNA-target interactions with 360,000+ pairs, plus equal number of negative samples. (1) The miRNA is hsa-miR-497-5p with sequence CAGCAGCACACUGUGGUUUGU. The protein sequence of the target gene is MVDASGRAAAEGWRKMEAPPDGAADLVPLDRYDAARAKIAANLQWICAKAYGRDNIPEDLRDPFYVDQYEQEHIKPPVIKLLLSSELYCRVCSLILKGDQVAALQGHQSVIQALSRKGIYVMESDDTPVTESDLSRAPIKMSAHMAMVDALMMAYTVEMISIEKVVASVKRFSTFSASKELPYDLEDAMVFWINKVNLKMREITEKEVKLKQQLLESPAHQKVRYRREHLSARQSPYFPLLEDLMRDGSDGAALLAVIHYYCPEQMKLDDICLKEVTSMADSLYNIRLLREFSNEYLNKC.... Result: 1 (interaction). (2) The miRNA is hsa-miR-32-3p with sequence CAAUUUAGUGUGUGUGAUAUUU. The protein sequence of the target gene is MATPGNLGSSVLASKTKTKKKHFVAQKVKLFRASDPLLSVLMWGVNHSINELSHVQIPVMLMPDDFKAYSKIKVDNHLFNKENMPSHFKFKEYCPMVFRNLRERFGIDDQDFQNSLTRSAPLPNDSQARSGARFHTSYDKRYVIKTITSEDVAEMHNILKKYHQYIVECHGVTLLPQFLGMYRLNVDGVEIYVIVTRNVFSHRLSVYRKYDLKGSTVAREASDKEKAKELPTLKDNDFINEGQKIYIDDNNKKIFLEKLKKDVEFLAQLKLMDYSLLVGIHDVERAEQEEVECEENDGEE.... Result: 0 (no interaction). (3) The miRNA is hsa-miR-4531 with sequence AUGGAGAAGGCUUCUGA. The protein sequence of the target gene is MATTAQYLPRGPGGGAGGTGPLMHPDAAAAAAAAAAAERLHAGAAYREVQKLMHHEWLGAGAGHPVGLAHPQWLPTGGGGGGDWAGGPHLEHGKAGGGGTGRADDGGGGGGFHARLVHQGAAHAGAAWAQGSTAHHLGPAMSPSPGASGGHQPQPLGLYAQAAYPGGGGGGLAGMLAAGGGGAGPGLHHALHEDGHEAQLEPSPPPHLGAHGHAHGHAHAGGLHAAAAHLHPGAGGGGSSVGEHSDEDAPSSDDLEQFAKQFKQRRIKLGFTQADVGLALGTLYGNVFSQTTICRFEALQ.... Result: 1 (interaction). (4) The miRNA is mmu-miR-6951-5p with sequence UUGUAUUUGUGUGAUUAAAGU. The protein sequence of the target gene is MNLELLESFGQNYPEEADGTLDCISMALTCTFNRWGTLLAVGCNDGRIVIWDFLTRGIAKIISAHIHPVCSLCWSRDGHKLVSASTDNIVSQWDVLSGDCDQRFRFPSPILKVQYHPRDQNKVLVCPMKSAPVMLTLSDSKHVVLPVDDDSDLNVVASFDRRGEYIYTGNAKGKILVLKTDSQDLVASFRVTTGTSNTTAIKSIEFARKGSCFLINTADRIIRVYDGREILTCGRDGEPEPMQKLQDLVNRTPWKKCCFSGDGEYIVAGSARQHALYIWEKSIGNLVKILHGTRGELLLD.... Result: 0 (no interaction). (5) The miRNA is mmu-miR-141-5p with sequence CAUCUUCCAGUGCAGUGUUGGA. The protein sequence of the target gene is MPAGMTKHGSRSTSSLPPEPMEIVRSKACSRRVRLNVGGLAHEVLWRTLDRLPRTRLGKLRDCNTHDSLLQVCDDYSLEDNEYFFDRHPGAFTSILNFYRTGRLHMMEEMCALSFSQELDYWGIDEIYLESCCQARYHQKKEQMNEELKREAETLREREGEEFDNTCCAEKRKKLWDLLEKPNSSVAAKILAIISIMFIVLSTIALSLNTLPELQSLDEFGQSTDNPQLAHVEAVCIAWFTMEYLLRFLSSPKKWKFFKGPLNAIDLLAILPYYVTIFLTESNKSVLQFQNVRRVVQIFR.... Result: 0 (no interaction).